This data is from Forward reaction prediction with 1.9M reactions from USPTO patents (1976-2016). The task is: Predict the product of the given reaction. (1) Given the reactants [Cl:1][C:2]1[CH:3]=[C:4]([C:12]([OH:14])=O)[CH:5]=[N:6][C:7]=1[O:8][CH:9]([CH3:11])[CH3:10].CN(C(ON1N=NC2C=CC=NC1=2)=[N+](C)C)C.F[P-](F)(F)(F)(F)F.CCN(C(C)C)C(C)C.O[NH:49][C:50](=[NH:69])[C:51]1[CH:52]=[C:53]2[C:57](=[CH:58][C:59]=1[CH3:60])[N:56]([CH2:61][CH2:62][CH2:63][C:64]([O:66][CH2:67][CH3:68])=[O:65])[N:55]=[CH:54]2, predict the reaction product. The product is: [Cl:1][C:2]1[CH:3]=[C:4]([C:12]2[O:14][N:49]=[C:50]([C:51]3[CH:52]=[C:53]4[C:57](=[CH:58][C:59]=3[CH3:60])[N:56]([CH2:61][CH2:62][CH2:63][C:64]([O:66][CH2:67][CH3:68])=[O:65])[N:55]=[CH:54]4)[N:69]=2)[CH:5]=[N:6][C:7]=1[O:8][CH:9]([CH3:10])[CH3:11]. (2) Given the reactants [BH4-].[Na+].[CH2:3]([N:10]=[CH:11][C:12]1[CH:21]=[CH:20][C:19]2[C:14](=[CH:15][CH:16]=[C:17]([O:22][CH3:23])[CH:18]=2)[CH:13]=1)[C:4]1[CH:9]=[CH:8][CH:7]=[CH:6][CH:5]=1, predict the reaction product. The product is: [CH2:3]([NH:10][CH2:11][C:12]1[CH:21]=[CH:20][C:19]2[C:14](=[CH:15][CH:16]=[C:17]([O:22][CH3:23])[CH:18]=2)[CH:13]=1)[C:4]1[CH:5]=[CH:6][CH:7]=[CH:8][CH:9]=1. (3) The product is: [CH:35]1([N:31]2[CH2:17][CH2:16][N:15]([C:21](=[O:23])[CH2:20][N:15]3[CH2:14][CH2:13][C:12]4[C:17](=[CH:18][CH:19]=[C:10]([C:7]5[N:8]=[N:9][C:4]([CH3:3])=[CH:5][CH:6]=5)[CH:11]=4)[CH2:16]3)[CH2:14][CH2:13]2)[CH2:36][CH2:37][CH2:38]1. Given the reactants Cl.Cl.[CH3:3][C:4]1[N:9]=[N:8][C:7]([C:10]2[CH:11]=[C:12]3[C:17](=[CH:18][CH:19]=2)[CH2:16][N:15]([CH2:20][C:21]([OH:23])=O)[CH2:14][CH2:13]3)=[CH:6][CH:5]=1.F[P-](F)(F)(F)(F)F.[N:31]1(O[P+](N(C)C)(N(C)C)N(C)C)[C:35]2[CH:36]=[CH:37][CH:38]=CC=2N=N1.O, predict the reaction product. (4) Given the reactants C[O:2][C:3](=[O:16])[CH2:4][O:5][C:6]1[CH:14]=[CH:13][C:12]([SH:15])=[C:11]2[C:7]=1[CH2:8][CH2:9][CH2:10]2.Cl[CH2:18][C:19]1(OC)[CH:24]=[CH:23][C:22]([O:25][CH2:26][C:27]2[CH:32]=[CH:31][CH:30]=[CH:29][CH:28]=2)=[CH:21][CH2:20]1.[OH:35][CH2:36]C1C=CC(O)=CC=1.BrCC1C=CC(OC)=CC=1.ClCC1(C(F)(F)F)C=CC(OCC2C=CC=CC=2)=CC1, predict the reaction product. The product is: [CH3:36][O:35][C:30]1[CH:29]=[CH:28][C:27]([CH2:26][O:25][C:22]2[CH:21]=[CH:20][C:19]([CH2:18][S:15][C:12]3[CH:13]=[CH:14][C:6]([O:5][CH2:4][C:3]([OH:2])=[O:16])=[C:7]4[C:11]=3[CH2:10][CH2:9][CH2:8]4)=[CH:24][CH:23]=2)=[CH:32][CH:31]=1. (5) Given the reactants [N+:1]([C:4]1[CH:17]=[CH:16][C:7]([CH2:8][S:9][C:10]2[N:15]=[CH:14][CH:13]=[CH:12][N:11]=2)=[CH:6][CH:5]=1)([O-])=O.[Cl-].[Ca+2].[Cl-], predict the reaction product. The product is: [N:11]1[CH:12]=[CH:13][CH:14]=[N:15][C:10]=1[S:9][CH2:8][C:7]1[CH:16]=[CH:17][C:4]([NH2:1])=[CH:5][CH:6]=1. (6) Given the reactants [CH:1]([C:3]1[CH:8]=[CH:7][CH:6]=[CH:5][C:4]=1[NH:9][C:10](=O)[CH2:11][CH3:12])=O.[NH3:14], predict the reaction product. The product is: [CH2:11]([C:10]1[N:14]=[CH:1][C:3]2[C:4](=[CH:5][CH:6]=[CH:7][CH:8]=2)[N:9]=1)[CH3:12]. (7) Given the reactants [CH:1]([C:4]1[CH:9]=[CH:8][C:7]([CH3:10])=[CH:6][C:5]=1[OH:11])([CH3:3])[CH3:2].[Br:12]C1C(C(C)C)=CC(O)=C(C)C=1, predict the reaction product. The product is: [Br:12][C:8]1[C:7]([CH3:10])=[CH:6][C:5]([OH:11])=[C:4]([CH:1]([CH3:3])[CH3:2])[CH:9]=1. (8) Given the reactants [C:1]([O:5][C:6]([N:8]1[CH2:13][CH2:12][CH:11]([OH:14])[CH2:10][CH2:9]1)=[O:7])([CH3:4])([CH3:3])[CH3:2].[CH:15]([C:18]1[CH:23]=[C:22]([N+:24]([O-:26])=[O:25])[CH:21]=[CH:20][C:19]=1O)([CH3:17])[CH3:16].C1(P(C2C=CC=CC=2)C2C=CC=CC=2)C=CC=CC=1.N(C(OCC)=O)=NC(OCC)=O, predict the reaction product. The product is: [C:1]([O:5][C:6]([N:8]1[CH2:13][CH2:12][CH:11]([O:14][C:19]2[CH:20]=[CH:21][C:22]([N+:24]([O-:26])=[O:25])=[CH:23][C:18]=2[CH:15]([CH3:17])[CH3:16])[CH2:10][CH2:9]1)=[O:7])([CH3:4])([CH3:2])[CH3:3]. (9) Given the reactants [CH3:1][C:2]1[CH:7]=[C:6]([CH3:8])[C:5]([N:9]2[C:16]3[N:12]([N:13]=[C:14]([C:17]4[CH:18]=[N:19][CH:20]=[CH:21][CH:22]=4)[CH:15]=3)[CH:11]=[CH:10]2)=[CH:4][C:3]=1[NH:23][C:24](=[O:39])[C:25]1[CH:30]=[C:29]([S:31]([F:36])([F:35])([F:34])([F:33])[F:32])[CH:28]=[C:27]([CH:37]=[O:38])[CH:26]=1.O.P([O-])(O)(O)=[O:42].[Na+].Cl([O-])=O.[Na+], predict the reaction product. The product is: [CH3:1][C:2]1[CH:7]=[C:6]([CH3:8])[C:5]([N:9]2[C:16]3[N:12]([N:13]=[C:14]([C:17]4[CH:18]=[N:19][CH:20]=[CH:21][CH:22]=4)[CH:15]=3)[CH:11]=[CH:10]2)=[CH:4][C:3]=1[NH:23][C:24]([C:25]1[CH:26]=[C:27]([CH:28]=[C:29]([S:31]([F:35])([F:34])([F:33])([F:36])[F:32])[CH:30]=1)[C:37]([OH:42])=[O:38])=[O:39]. (10) Given the reactants [CH:1]([N-]C(C)C)(C)C.[Li+].[O:9]1[C:13]2([CH2:18][CH2:17][CH:16]([C:19]([O:21][CH2:22][CH3:23])=[O:20])[CH2:15][CH2:14]2)[O:12][CH2:11][CH2:10]1.O.CCOCC, predict the reaction product. The product is: [CH3:1][C:16]1([C:19]([O:21][CH2:22][CH3:23])=[O:20])[CH2:17][CH2:18][C:13]2([O:12][CH2:11][CH2:10][O:9]2)[CH2:14][CH2:15]1.